Dataset: Full USPTO retrosynthesis dataset with 1.9M reactions from patents (1976-2016). Task: Predict the reactants needed to synthesize the given product. (1) Given the product [Cl:1][C:2]1[N:3]=[CH:4][C:5]([C:32]2[CH:33]=[CH:34][C:35]3[N:36]([CH:38]=[C:39]([NH:41][C:42](=[O:44])[CH3:43])[N:40]=3)[N:37]=2)=[CH:6][C:7]=1[NH:8][S:9]([C:12]1[CH:17]=[CH:16][CH:15]=[C:14]([O:18][CH:19]([F:20])[F:21])[CH:13]=1)(=[O:10])=[O:11], predict the reactants needed to synthesize it. The reactants are: [Cl:1][C:2]1[C:7]([NH:8][S:9]([C:12]2[CH:17]=[CH:16][CH:15]=[C:14]([O:18][CH:19]([F:21])[F:20])[CH:13]=2)(=[O:11])=[O:10])=[CH:6][C:5](B2OC(C)(C)C(C)(C)O2)=[CH:4][N:3]=1.Cl[C:32]1[CH:33]=[CH:34][C:35]2[N:36]([CH:38]=[C:39]([NH:41][C:42](=[O:44])[CH3:43])[N:40]=2)[N:37]=1.C(=O)([O-])[O-].[Na+].[Na+].O1CCOCC1. (2) Given the product [F:1][C:2]1[CH:3]=[CH:4][C:5]([CH:8]2[CH2:17][C:16]3[C:11](=[CH:12][CH:13]=[CH:14][CH:15]=3)[N:10]([N:19]=[O:20])[CH2:9]2)=[CH:6][CH:7]=1, predict the reactants needed to synthesize it. The reactants are: [F:1][C:2]1[CH:7]=[CH:6][C:5]([CH:8]2[CH2:17][C:16]3[C:11](=[CH:12][CH:13]=[CH:14][CH:15]=3)[NH:10][CH2:9]2)=[CH:4][CH:3]=1.Cl.[N:19]([O-])=[O:20].[Na+]. (3) Given the product [Si:10]([O:13][CH2:14][C:15]1[CH:20]=[CH:19][C:18]([F:21])=[C:17]([OH:23])[CH:16]=1)([C:6]([CH3:9])([CH3:7])[CH3:8])([CH3:12])[CH3:11], predict the reactants needed to synthesize it. The reactants are: C([Li])(CC)C.[C:6]([Si:10]([O:13][CH2:14][C:15]1[CH:20]=[CH:19][C:18]([F:21])=[CH:17][CH:16]=1)([CH3:12])[CH3:11])([CH3:9])([CH3:8])[CH3:7].B(OC)(OC)[O:23]C.CC(O)=O.OO. (4) Given the product [Cl:12][C:13]1[C:14]([F:23])=[C:15]([C:16](=[O:17])[CH:2]=[CH2:9])[C:18]([O:21][CH3:22])=[CH:19][CH:20]=1, predict the reactants needed to synthesize it. The reactants are: Cl[C:2]1C(F)=C(C(F)=C[CH:9]=1)C=O.[Cl:12][C:13]1[C:14]([F:23])=[C:15]([C:18]([O:21][CH3:22])=[CH:19][CH:20]=1)[CH:16]=[O:17].